This data is from NCI-60 drug combinations with 297,098 pairs across 59 cell lines. The task is: Regression. Given two drug SMILES strings and cell line genomic features, predict the synergy score measuring deviation from expected non-interaction effect. (1) Cell line: SW-620. Drug 1: C1=CC(=CC=C1CCC2=CNC3=C2C(=O)NC(=N3)N)C(=O)NC(CCC(=O)O)C(=O)O. Drug 2: C1CC(C1)(C(=O)O)C(=O)O.[NH2-].[NH2-].[Pt+2]. Synergy scores: CSS=39.0, Synergy_ZIP=-4.98, Synergy_Bliss=-2.00, Synergy_Loewe=-5.73, Synergy_HSA=3.94. (2) Drug 1: CNC(=O)C1=NC=CC(=C1)OC2=CC=C(C=C2)NC(=O)NC3=CC(=C(C=C3)Cl)C(F)(F)F. Drug 2: N.N.Cl[Pt+2]Cl. Cell line: NCI-H322M. Synergy scores: CSS=-4.94, Synergy_ZIP=-0.245, Synergy_Bliss=-4.24, Synergy_Loewe=-7.09, Synergy_HSA=-5.95.